From a dataset of Forward reaction prediction with 1.9M reactions from USPTO patents (1976-2016). Predict the product of the given reaction. (1) Given the reactants BrC1C=C(C=CC=1)C[N:6]1[C:14]2[C:13](=[O:15])[N:12]([CH3:16])[C:11](=[O:17])[N:10](C)[C:9]=2[N:8]=[C:7]1CCCl, predict the reaction product. The product is: [CH2:9]([NH:8][CH2:7][CH2:16][N:12]1[C:13](=[O:15])[C:14]2[NH:6][CH:7]=[N:8][C:9]=2[NH:10][C:11]1=[O:17])[CH2:14][CH3:13]. (2) Given the reactants [Br:1][C:2]1[CH:3]=[C:4]([CH:7]=[C:8]([O:12][CH3:13])[C:9]=1[O:10][CH3:11])[CH:5]=O.[C:14]1([C@H:20]([NH2:22])[CH3:21])[CH:19]=[CH:18][CH:17]=[CH:16][CH:15]=1.[BH3-]C#N.[Na+], predict the reaction product. The product is: [CH3:11][O:10][C:9]1[CH:8]=[CH:7][C:4]([C:2]2[CH:3]=[C:4]([CH:7]=[C:8]([O:12][CH3:13])[C:9]=2[O:10][CH3:11])[CH2:5][NH:22][C@@H:20]([C:14]2[CH:19]=[CH:18][CH:17]=[CH:16][CH:15]=2)[CH3:21])=[CH:3][CH:2]=1.[Br:1][C:2]1[CH:3]=[C:4]([CH:7]=[C:8]([O:12][CH3:13])[C:9]=1[O:10][CH3:11])[CH2:5][NH:22][C@@H:20]([C:14]1[CH:19]=[CH:18][CH:17]=[CH:16][CH:15]=1)[CH3:21]. (3) Given the reactants [Cl:1][C:2]1[CH:7]=[CH:6][C:5]([OH:8])=[CH:4][CH:3]=1.F[C:10]1[CH:15]=[CH:14][CH:13]=[CH:12][C:11]=1[N+:16]([O-:18])=[O:17].C(=O)([O-])[O-].[K+].[K+], predict the reaction product. The product is: [Cl:1][C:2]1[CH:7]=[CH:6][C:5]([O:8][C:10]2[CH:15]=[CH:14][CH:13]=[CH:12][C:11]=2[N+:16]([O-:18])=[O:17])=[CH:4][CH:3]=1. (4) Given the reactants Br[CH:2]1[CH2:6][N:5]([S:7]([C:10]2[CH:15]=[CH:14][C:13]([CH3:16])=[CH:12][CH:11]=2)(=[O:9])=[O:8])[CH2:4][C:3]1=[O:17].[C:18](=[S:21])([NH2:20])[CH3:19], predict the reaction product. The product is: [CH3:19][C:18]1[S:21][CH:2]2[CH2:6][N:5]([S:7]([C:10]3[CH:15]=[CH:14][C:13]([CH3:16])=[CH:12][CH:11]=3)(=[O:9])=[O:8])[CH2:4][C:3]2([OH:17])[N:20]=1. (5) Given the reactants [C:1]1(=[N:13]O)[CH2:12][CH2:11][CH2:10][CH2:9][CH2:8][CH2:7][CH2:6][CH2:5][CH2:4][CH2:3][CH2:2]1.C1(=N[OH:22])CCCCC1.C1(=O)CCCCC1.C1(=O)CCCCCCCCCCC1.S(=O)(=O)(O)O.OS(O)(=O)=O.O=S(=O)=O, predict the reaction product. The product is: [C:1]1(=[O:22])[NH:13][CH2:2][CH2:3][CH2:4][CH2:5][CH2:6][CH2:7][CH2:8][CH2:9][CH2:10][CH2:11][CH2:12]1. (6) Given the reactants [C:1]([O:5][C:6]([NH:8][C@H:9]([C:13]1[CH:18]=[CH:17][C:16]([OH:19])=[CH:15][CH:14]=1)[C:10]([OH:12])=[O:11])=[O:7])([CH3:4])([CH3:3])[CH3:2].[H-].[Na+].[CH2:22]([O:29][CH2:30][CH:31](OS(C1C=C(Cl)C=CC=1Cl)(=O)=O)[CH2:32][O:33][CH2:34][C:35]1[CH:40]=[CH:39][CH:38]=[CH:37][CH:36]=1)[C:23]1[CH:28]=[CH:27][CH:26]=[CH:25][CH:24]=1.Cl, predict the reaction product. The product is: [CH2:22]([O:29][CH2:30][CH:31]([CH2:32][O:33][CH2:34][C:35]1[CH:36]=[CH:37][CH:38]=[CH:39][CH:40]=1)[O:19][C:16]1[CH:17]=[CH:18][C:13]([C@@H:9]([NH:8][C:6]([O:5][C:1]([CH3:4])([CH3:2])[CH3:3])=[O:7])[C:10]([OH:12])=[O:11])=[CH:14][CH:15]=1)[C:23]1[CH:24]=[CH:25][CH:26]=[CH:27][CH:28]=1.